From a dataset of Forward reaction prediction with 1.9M reactions from USPTO patents (1976-2016). Predict the product of the given reaction. (1) Given the reactants C(OC(=O)[NH:7][CH:8]1[CH2:13][CH2:12][CH:11]([CH2:14][NH:15][C:16]2[C:21]([F:22])=[CH:20][N:19]=[C:18](Cl)[N:17]=2)[CH2:10][CH2:9]1)(C)(C)C.Cl.[F:26][C:27]([F:38])([F:37])[O:28][C:29]1[CH:36]=[CH:35][CH:34]=[CH:33][C:30]=1[CH2:31][NH2:32], predict the reaction product. The product is: [NH2:7][C@H:8]1[CH2:9][CH2:10][C@H:11]([CH2:14][NH:15][C:16]2[C:21]([F:22])=[CH:20][N:19]=[C:18]([NH:32][CH2:31][C:30]3[CH:33]=[CH:34][CH:35]=[CH:36][C:29]=3[O:28][C:27]([F:26])([F:37])[F:38])[N:17]=2)[CH2:12][CH2:13]1. (2) Given the reactants [Cl:1][C:2]1[CH:3]=[C:4]([C:8]2[O:12][N:11]=[C:10]([CH:13](O)[CH3:14])[N:9]=2)[CH:5]=[CH:6][CH:7]=1.O=S(Cl)[Cl:18], predict the reaction product. The product is: [Cl:18][CH:13]([C:10]1[N:9]=[C:8]([C:4]2[CH:5]=[CH:6][CH:7]=[C:2]([Cl:1])[CH:3]=2)[O:12][N:11]=1)[CH3:14]. (3) Given the reactants C(OC([N:8]([C:16]1[C:21]([C:22]2[O:23][C:24]([C:27]3[CH:32]=[CH:31][CH:30]=[CH:29][CH:28]=3)=[N:25][N:26]=2)=[N:20][C:19]([CH:33]=[CH2:34])=[CH:18][N:17]=1)C(=O)OC(C)(C)C)=O)(C)(C)C.C(O)(C(F)(F)F)=O, predict the reaction product. The product is: [C:27]1([C:24]2[O:23][C:22]([C:21]3[C:16]([NH2:8])=[N:17][CH:18]=[C:19]([CH:33]=[CH2:34])[N:20]=3)=[N:26][N:25]=2)[CH:28]=[CH:29][CH:30]=[CH:31][CH:32]=1. (4) Given the reactants [Cl:1][C:2]1[CH:7]=[CH:6][CH:5]=[CH:4][C:3]=1[C:8]1[N:9]([C:18]([O:20][CH2:21][CH3:22])=[O:19])[C:10]2[C:15]([CH:16]=1)=[CH:14][C:13](I)=[CH:12][CH:11]=2.[CH3:23][O:24][C:25](=[O:42])[C:26]1[CH:31]=[CH:30][C:29](B2OC(C)(C)C(C)(C)O2)=[C:28]([CH3:41])[CH:27]=1.C([O-])([O-])=O.[K+].[K+].O1CCOCC1, predict the reaction product. The product is: [Cl:1][C:2]1[CH:7]=[CH:6][CH:5]=[CH:4][C:3]=1[C:8]1[N:9]([C:18]([O:20][CH2:21][CH3:22])=[O:19])[C:10]2[C:15]([CH:16]=1)=[CH:14][C:13]([C:29]1[CH:30]=[CH:31][C:26]([C:25]([O:24][CH3:23])=[O:42])=[CH:27][C:28]=1[CH3:41])=[CH:12][CH:11]=2. (5) Given the reactants [Br:1][C:2]1[CH:3]=[C:4]2[C:9]3=[C:10]([NH:12][C:13](=[O:14])[N:8]3[CH:7]([C:15]([O:17][CH3:18])=[O:16])[CH2:6][CH2:5]2)[CH:11]=1.[C:19](=O)([O-])[O-].[K+].[K+].CI.O, predict the reaction product. The product is: [Br:1][C:2]1[CH:3]=[C:4]2[C:9]3=[C:10]([N:12]([CH3:19])[C:13](=[O:14])[N:8]3[CH:7]([C:15]([O:17][CH3:18])=[O:16])[CH2:6][CH2:5]2)[CH:11]=1. (6) Given the reactants [F:1][C:2]([F:47])([F:46])[C:3]1[CH:4]=[C:5]([C:13]([N:15]([CH3:45])[C@@H:16]2[CH2:21][CH2:20][N:19]([C:22]([CH:24]3[CH2:29][CH2:28][N:27](C(OC(C)(C)C)=O)[CH2:26][CH2:25]3)=[O:23])[CH2:18][C@H:17]2[C:37]2[CH:42]=[CH:41][C:40]([Cl:43])=[C:39]([Cl:44])[CH:38]=2)=[O:14])[CH:6]=[C:7]([C:9]([F:12])([F:11])[F:10])[CH:8]=1.Cl.C(OCC)(=O)C, predict the reaction product. The product is: [ClH:43].[Cl:44][C:39]1[CH:38]=[C:37]([C@H:17]2[C@H:16]([N:15]([CH3:45])[C:13](=[O:14])[C:5]3[CH:6]=[C:7]([C:9]([F:11])([F:10])[F:12])[CH:8]=[C:3]([C:2]([F:46])([F:1])[F:47])[CH:4]=3)[CH2:21][CH2:20][N:19]([C:22]([CH:24]3[CH2:29][CH2:28][NH:27][CH2:26][CH2:25]3)=[O:23])[CH2:18]2)[CH:42]=[CH:41][C:40]=1[Cl:43]. (7) Given the reactants C(O[C:6]([N:8](C)[CH2:9][C:10]([NH:12][CH2:13][CH2:14][NH:15][C:16](=[O:39])[CH2:17][CH2:18][CH2:19][P+:20]([C:33]1[CH:38]=[CH:37][CH:36]=[CH:35][CH:34]=1)([C:27]1[CH:32]=[CH:31][CH:30]=[CH:29][CH:28]=1)[C:21]1[CH:26]=[CH:25][CH:24]=[CH:23][CH:22]=1)=[O:11])=O)(C)(C)C.[Cl-:41].Cl.CCOCC.N.CO, predict the reaction product. The product is: [CH3:6][NH:8][CH2:9][C:10]([NH:12][CH2:13][CH2:14][NH:15][C:16](=[O:39])[CH2:17][CH2:18][CH2:19][P+:20]([C:27]1[CH:28]=[CH:29][CH:30]=[CH:31][CH:32]=1)([C:21]1[CH:22]=[CH:23][CH:24]=[CH:25][CH:26]=1)[C:33]1[CH:34]=[CH:35][CH:36]=[CH:37][CH:38]=1)=[O:11].[Cl-:41]. (8) The product is: [Cl:1][C:2]1[CH:3]=[C:4]([OH:26])[C:5]2[CH:6]=[N:7][N:8]([C:11]3[CH:16]=[CH:15][C:14]([OH:17])=[C:13]([F:25])[CH:12]=3)[C:9]=2[CH:10]=1. Given the reactants [Cl:1][C:2]1[CH:3]=[C:4]([OH:26])[C:5]2[CH:6]=[N:7][N:8]([C:11]3[CH:16]=[CH:15][C:14]([O:17]CC4C=CC=CC=4)=[C:13]([F:25])[CH:12]=3)[C:9]=2[CH:10]=1.B(Br)(Br)Br.O.C([O-])(O)=O.[Na+], predict the reaction product. (9) Given the reactants [Br:1][C:2]1[CH:3]=[N:4][C:5]2[N:6]([N:8]=[C:9]([C:11]([OH:13])=O)[CH:10]=2)[CH:7]=1.[NH:14]1[CH2:19][CH2:18][CH:17]=[C:16]([C:20]2[CH:25]=[CH:24][N:23]=[CH:22][CH:21]=2)[CH2:15]1, predict the reaction product. The product is: [Br:1][C:2]1[CH:3]=[N:4][C:5]2[N:6]([N:8]=[C:9]([C:11]([N:14]3[CH2:19][CH2:18][CH:17]=[C:16]([C:20]4[CH:21]=[CH:22][N:23]=[CH:24][CH:25]=4)[CH2:15]3)=[O:13])[CH:10]=2)[CH:7]=1.